This data is from Reaction yield outcomes from USPTO patents with 853,638 reactions. The task is: Predict the reaction yield, written as a fraction of the theoretical maximum amount of product (1.0 means a 100% yield; for example, 0.34 means a 34% yield). (1) The reactants are [CH:1]1([C:8]#[N:9])[CH:7]=[CH:6][CH:5]=[CH:4][CH:3]=[CH:2]1.[OH-].[Na+].[CH3:12][NH2:13]. The catalyst is CO. The product is [CH3:12][N:13]1[CH:5]2[CH2:4][CH2:3][CH:2]1[C:1]([C:8]#[N:9])=[CH:7][CH2:6]2. The yield is 0.700. (2) The reactants are [NH:1]1[CH:5]=[CH:4][N:3]=[C:2]1[C:6]1[C:14]2[C:9](=[CH:10][CH:11]=[CH:12][CH:13]=2)[N:8]([S:15]([C:18]2[CH:23]=[CH:22][CH:21]=[CH:20][CH:19]=2)(=[O:17])=[O:16])[CH:7]=1.[H-].[Na+].[C:26]1([S:32](Cl)(=[O:34])=[O:33])[CH:31]=[CH:30][CH:29]=[CH:28][CH:27]=1. The product is [C:18]1([S:15]([N:8]2[C:9]3[C:14](=[CH:13][CH:12]=[CH:11][CH:10]=3)[C:6]([C:2]3[N:3]([S:32]([C:26]4[CH:31]=[CH:30][CH:29]=[CH:28][CH:27]=4)(=[O:34])=[O:33])[CH:4]=[CH:5][N:1]=3)=[CH:7]2)(=[O:17])=[O:16])[CH:23]=[CH:22][CH:21]=[CH:20][CH:19]=1. The catalyst is C1COCC1. The yield is 0.400. (3) The reactants are C[Mg]Br.[C:4]([NH:7][C:8]1[CH:13]=[C:12]([C:14]2[O:15][C:16]([C:25]3[CH:30]=[CH:29][CH:28]=[CH:27][C:26]=3[Cl:31])=[C:17]([C:19](N(OC)C)=[O:20])[N:18]=2)[C:11]([CH3:32])=[CH:10][N:9]=1)(=[O:6])[CH3:5].Cl.[C:34]([O-])(O)=O.[Na+]. No catalyst specified. The product is [C:19]([C:17]1[N:18]=[C:14]([C:12]2[C:11]([CH3:32])=[CH:10][N:9]=[C:8]([NH:7][C:4](=[O:6])[CH3:5])[CH:13]=2)[O:15][C:16]=1[C:25]1[CH:30]=[CH:29][CH:28]=[CH:27][C:26]=1[Cl:31])(=[O:20])[CH3:34]. The yield is 0.540. (4) The reactants are [Br:1][C:2]1[CH:8]=[CH:7][C:5]([NH2:6])=[CH:4][CH:3]=1.C([O:11][CH:12]=[C:13]([C:19](OCC)=O)[C:14]([O:16][CH2:17][CH3:18])=[O:15])C. No catalyst specified. The product is [Br:1][C:2]1[CH:8]=[C:7]2[C:5](=[CH:4][CH:3]=1)[N:6]=[CH:19][C:13]([C:14]([O:16][CH2:17][CH3:18])=[O:15])=[C:12]2[OH:11]. The yield is 0.543. (5) The reactants are [H-].[Na+].[Cl:3][C:4]1[CH:5]=[C:6]([C@H:10]([OH:24])[C@@H:11]2[CH2:16][CH2:15][CH2:14][N:13]([C:17]([O:19][C:20]([CH3:23])([CH3:22])[CH3:21])=[O:18])[CH2:12]2)[CH:7]=[CH:8][CH:9]=1.Br[CH2:26][C:27]([O:29][CH2:30][CH3:31])=[O:28].[NH4+].[Cl-]. The catalyst is CN(C=O)C.CCOC(C)=O. The product is [Cl:3][C:4]1[CH:5]=[C:6]([C@H:10]([O:24][CH2:26][C:27]([O:29][CH2:30][CH3:31])=[O:28])[C@@H:11]2[CH2:16][CH2:15][CH2:14][N:13]([C:17]([O:19][C:20]([CH3:21])([CH3:23])[CH3:22])=[O:18])[CH2:12]2)[CH:7]=[CH:8][CH:9]=1. The yield is 0.640. (6) The reactants are Br[C:2]1[N:7]=[C:6]([C:8]([N:10]2[CH2:15][CH2:14][C:13]([OH:20])([C:16]([F:19])([F:18])[F:17])[CH2:12][CH2:11]2)=[O:9])[CH:5]=[CH:4][CH:3]=1.[NH:21]1[CH2:26][CH2:25][CH2:24][CH2:23][CH2:22]1.CC1(C)C2C(=C(P(C3C=CC=CC=3)C3C=CC=CC=3)C=CC=2)OC2C(P(C3C=CC=CC=3)C3C=CC=CC=3)=CC=CC1=2.CC(C)([O-])C.[Na+]. The catalyst is C1(C)C=CC=CC=1.C1C=CC(/C=C/C(/C=C/C2C=CC=CC=2)=O)=CC=1.C1C=CC(/C=C/C(/C=C/C2C=CC=CC=2)=O)=CC=1.C1C=CC(/C=C/C(/C=C/C2C=CC=CC=2)=O)=CC=1.[Pd].[Pd].O. The product is [OH:20][C:13]1([C:16]([F:19])([F:18])[F:17])[CH2:14][CH2:15][N:10]([C:8]([C:6]2[CH:5]=[CH:4][CH:3]=[C:2]([N:21]3[CH2:26][CH2:25][CH2:24][CH2:23][CH2:22]3)[N:7]=2)=[O:9])[CH2:11][CH2:12]1. The yield is 0.610. (7) The reactants are [Na].[OH:2][C:3]1[CH:10]=[CH:9][C:6]([CH:7]=[O:8])=[CH:5][CH:4]=1.[Cl:11][P:12]1(Cl)[N:17]=[P:16](Cl)(Cl)[N:15]=[P:14](Cl)(Cl)[N:13]=1. The yield is 0.700. The catalyst is C1COCC1. The product is [CH:7]([C:6]1[CH:9]=[CH:10][C:3]([O:2][P:16]2([O:2][C:3]3[CH:10]=[CH:9][C:6]([CH:7]=[O:8])=[CH:5][CH:4]=3)[N:17]=[P:12]([O:2][C:3]3[CH:10]=[CH:9][C:6]([CH:7]=[O:8])=[CH:5][CH:4]=3)([Cl:11])[N:13]=[P:14]([O:2][C:3]3[CH:10]=[CH:9][C:6]([CH:7]=[O:8])=[CH:5][CH:4]=3)([O:2][C:3]3[CH:10]=[CH:9][C:6]([CH:7]=[O:8])=[CH:5][CH:4]=3)[N:15]=2)=[CH:4][CH:5]=1)=[O:8]. (8) The reactants are [OH:1][C@@H:2]([CH3:10])[C:3]([N:5]1[CH2:9][CH2:8][CH2:7][CH2:6]1)=[O:4].C(N(CC)CC)C.[Br:18][CH:19]([C:23]1[CH:28]=[CH:27][C:26]([Cl:29])=[CH:25][CH:24]=1)[C:20](Cl)=[O:21]. The catalyst is ClCCCl.O. The product is [Br:18][CH:19]([C:23]1[CH:28]=[CH:27][C:26]([Cl:29])=[CH:25][CH:24]=1)[C:20]([O:1][C@@H:2]([CH3:10])[C:3](=[O:4])[N:5]1[CH2:9][CH2:8][CH2:7][CH2:6]1)=[O:21]. The yield is 0.590. (9) The reactants are Br[C:2]1[N:7]=[C:6]([N:8]2[CH2:14][CH2:13][CH2:12][N:11]([C:15]([O:17][C:18]([CH3:21])([CH3:20])[CH3:19])=[O:16])[CH2:10][CH2:9]2)[CH:5]=[CH:4][CH:3]=1.[Cl:22][C:23]1[N:28]=[CH:27][C:26]2[CH:29]=[N:30][NH:31][C:25]=2[CH:24]=1.C([O-])([O-])=O.[K+].[K+].CNCCNC. The catalyst is O1CCOCC1.[Cu]I. The product is [Cl:22][C:23]1[N:28]=[CH:27][C:26]2[CH:29]=[N:30][N:31]([C:2]3[N:7]=[C:6]([N:8]4[CH2:14][CH2:13][CH2:12][N:11]([C:15]([O:17][C:18]([CH3:21])([CH3:20])[CH3:19])=[O:16])[CH2:10][CH2:9]4)[CH:5]=[CH:4][CH:3]=3)[C:25]=2[CH:24]=1. The yield is 0.570. (10) The reactants are CC1(C)C(C)(C)OB([C:9]2[CH:10]=[CH:11][C:12]([C:15]3[CH2:19][CH:18]([CH2:20][OH:21])[O:17][N:16]=3)=[N:13][CH:14]=2)O1.Br[C:24]1[CH:32]=[CH:31][C:30]2[N:29]3[C:33](=[O:41])[O:34][C@@H:35]([CH2:36][NH:37][C:38](=[O:40])[CH3:39])[C@@H:28]3[CH2:27][C:26]=2[CH:25]=1.C([O-])([O-])=O.[K+].[K+]. The catalyst is O1CCOCC1.O. The product is [OH:21][CH2:20][CH:18]1[O:17][N:16]=[C:15]([C:12]2[N:13]=[CH:14][C:9]([C:24]3[CH:32]=[CH:31][C:30]4[N:29]5[C:33](=[O:41])[O:34][C@@H:35]([CH2:36][NH:37][C:38](=[O:40])[CH3:39])[C@@H:28]5[CH2:27][C:26]=4[CH:25]=3)=[CH:10][CH:11]=2)[CH2:19]1. The yield is 0.640.